Binary Classification. Given two protein amino acid sequences, predict whether they physically interact or not. From a dataset of Human Reference Interactome with 51,813 positive PPI pairs across 8,248 proteins, plus equal number of experimentally-validated negative pairs. (1) Protein 1 (ENSG00000095261) has sequence MAAQALALLREVARLEAPLEELRALHSVLQAVPLNELRQQAAELRLGPLFSLLNENHREKTTLCVSILERLLQAMEPVHVARNLRVDLQRGLIHPDDSVKILTLSQIGRIVENSDAVTEILNNAELLKQIVYCIGGENLSVAKAAIKSLSRISLTQAGLEALFESNLLDDLKSVMKTNDIVRYRVYELIIEISSVSPESLNYCTTSGLVTQLLRELTGEDVLVRATCIEMVTSLAYTHHGRQYLAQEGVIDQISNIIVGADSDPFSSFYLPGFVKFFGNLAVMDSPQQICERYPIFVEKV.... Protein 2 (ENSG00000181284) has sequence MASAVWGSAPWWGPPPPAPARPLTDIDFCSGAQLQELTQLIQELGVQESWSDGPKPGADLLRAKDFVFSLLGLVHRRDPRFPPQAELLLLRGGIREGSLDLGHAPLGPYARGPHYDAGFTLLVPMFSLDGTELQLDLESCYAQVCLPEMVCGTPIREMWQDCLGPPVPGARDSIHRTESEESSKDWQSSVDQPHSYVTEHEAPVSLEKSPSDVSASESPQHDVVDLGSTAPLKTMSSDVTKAAVESPVPKPSEAREAWPTLCSAQVAAWFFATLAAVAESLIPVPGAPRLVHAARHAGFT.... Result: 0 (the proteins do not interact). (2) Protein 1 (ENSG00000101282) has sequence MRAPLCLLLLVAHAVDMLALNRRKKQVGTGLGGNCTGCIICSEENGCSTCQQRLFLFIRREGIRQYGKCLHDCPPGYFGIRGQEVNRCKKCGATCESCFSQDFCIRCKRQFYLYKGKCLPTCPPGTLAHQNTRECQGECELGPWGGWSPCTHNGKTCGSAWGLESRVREAGRAGHEEAATCQVLSESRKCPIQRPCPGERSPGQKKGRKDRRPRKDRKLDRRLDVRPRQPGLQP*MRAPLCLLLLVAHAVDMLALNRRKKQVGTGLGGNCTGCIICSEENGCSTCQQRLFLFIRREGIRQ.... Protein 2 (ENSG00000175691) has sequence MDCVIFEEVAVNFTPEEWALLDHAQRSLYRDVMLETCRNLASLDCYIYVRTSGSSSQRDVFGNGISNDEEIVKFTGSDSWSIFGENWRFDNTGDQHQIPQRHLRSQLGRLCESNEGHQCGETLSQTANLLVHKSYPTEAKPSECTKCGKAFENRQRSHTGQRPCKECGQACSCLSCQSPPMKTQTVEKPCNCQDSRTASVTYVKSLSSKKSYECQKCGKAFICPSSFRGHVNSHHGQKTHACKVCGKTFMYYSYLTRHVRTHTGEKPYECKECGKAFSCPSYFREHVRTHTGEKPYECKH.... Result: 1 (the proteins interact).